From a dataset of Catalyst prediction with 721,799 reactions and 888 catalyst types from USPTO. Predict which catalyst facilitates the given reaction. (1) Reactant: [CH3:1][C:2]([O:5][C:6]([N:8]1[CH2:15][C@@H:14]([OH:16])[CH2:13][C@H:9]1[C:10]([OH:12])=O)=[O:7])([CH3:4])[CH3:3].Cl.[NH2:18][C@:19]1([C:24]([O:26][CH2:27][CH3:28])=[O:25])[CH2:21][C@H:20]1[CH:22]=[CH2:23].CN(C(ON1N=NC2C=CC=NC1=2)=[N+](C)C)C.F[P-](F)(F)(F)(F)F.C(N(C(C)C)CC)(C)C. Product: [CH:22]([C@@H:20]1[CH2:21][C@:19]1([NH:18][C:10]([C@@H:9]1[CH2:13][C@H:14]([OH:16])[CH2:15][N:8]1[C:6]([O:5][C:2]([CH3:1])([CH3:3])[CH3:4])=[O:7])=[O:12])[C:24]([O:26][CH2:27][CH3:28])=[O:25])=[CH2:23]. The catalyst class is: 4. (2) Reactant: [I:1][C:2]1[CH:3]=[CH:4][C:5]([NH:9][CH:10]=[C:11]([C:17]([O:19]CC)=O)[C:12]([O:14][CH2:15][CH3:16])=[O:13])=[N:6][C:7]=1[CH3:8].C(O)C. Product: [OH:19][C:17]1[C:4]2[C:5](=[N:6][C:7]([CH3:8])=[C:2]([I:1])[CH:3]=2)[N:9]=[CH:10][C:11]=1[C:12]([O:14][CH2:15][CH3:16])=[O:13]. The catalyst class is: 400. (3) Product: [O:1]=[C:2]1[C:10]2[C:5](=[CH:6][CH:7]=[CH:8][CH:9]=2)[C:4](=[O:11])[N:3]1[CH2:12][CH2:13][N:14]1[C:23]2[C:18](=[N:19][CH:20]=[C:21]([CH2:24][C:25]3[CH:26]=[CH:27][C:28]([F:31])=[CH:29][CH:30]=3)[CH:22]=2)[C:17]([OH:32])=[C:16]([C:33]([NH:39][CH2:40][CH2:41][N:42]2[CH2:46][CH2:45][NH:44][C:43]2=[O:47])=[O:35])[C:15]1=[O:38]. The catalyst class is: 14. Reactant: [O:1]=[C:2]1[C:10]2[C:5](=[CH:6][CH:7]=[CH:8][CH:9]=2)[C:4](=[O:11])[N:3]1[CH2:12][CH2:13][N:14]1[C:23]2[C:18](=[N:19][CH:20]=[C:21]([CH2:24][C:25]3[CH:30]=[CH:29][C:28]([F:31])=[CH:27][CH:26]=3)[CH:22]=2)[C:17]([OH:32])=[C:16]([C:33]([O:35]CC)=O)[C:15]1=[O:38].[NH2:39][CH2:40][CH2:41][N:42]1[CH2:46][CH2:45][NH:44][C:43]1=[O:47].OS([O-])(=O)=O.[Na+]. (4) Reactant: [C:1]([O:5][C:6]([NH:8][CH2:9][C:10]1[CH:24]=[CH:23][C:22]([Cl:25])=[CH:21][C:11]=1[CH2:12][NH:13][C:14](=[O:20])[C@@H:15]1[CH2:19][CH2:18][CH2:17][NH:16]1)=[O:7])([CH3:4])([CH3:3])[CH3:2].[CH2:26]([C:28]([OH:34])([CH2:32][CH3:33])[C:29](O)=[O:30])[CH3:27].CN1CCOCC1.CN([P+](ON1N=NC2C=CC=CC1=2)(N(C)C)N(C)C)C.F[P-](F)(F)(F)(F)F. Product: [CH2:26]([C:28]([OH:34])([CH2:32][CH3:33])[C:29]([N:16]1[CH2:17][CH2:18][CH2:19][C@H:15]1[C:14]([NH:13][CH2:12][C:11]1[CH:21]=[C:22]([Cl:25])[CH:23]=[CH:24][C:10]=1[CH2:9][NH:8][C:6]([O:5][C:1]([CH3:4])([CH3:2])[CH3:3])=[O:7])=[O:20])=[O:30])[CH3:27]. The catalyst class is: 3.